Task: Regression. Given two drug SMILES strings and cell line genomic features, predict the synergy score measuring deviation from expected non-interaction effect.. Dataset: NCI-60 drug combinations with 297,098 pairs across 59 cell lines (1) Drug 1: C1CCC(C1)C(CC#N)N2C=C(C=N2)C3=C4C=CNC4=NC=N3. Drug 2: C1=CC(=CC=C1CCC2=CNC3=C2C(=O)NC(=N3)N)C(=O)NC(CCC(=O)O)C(=O)O. Cell line: HS 578T. Synergy scores: CSS=14.5, Synergy_ZIP=-1.63, Synergy_Bliss=5.26, Synergy_Loewe=-11.7, Synergy_HSA=-0.0973. (2) Drug 1: CCCS(=O)(=O)NC1=C(C(=C(C=C1)F)C(=O)C2=CNC3=C2C=C(C=N3)C4=CC=C(C=C4)Cl)F. Drug 2: CC1=C2C(C(=O)C3(C(CC4C(C3C(C(C2(C)C)(CC1OC(=O)C(C(C5=CC=CC=C5)NC(=O)OC(C)(C)C)O)O)OC(=O)C6=CC=CC=C6)(CO4)OC(=O)C)OC)C)OC. Cell line: HS 578T. Synergy scores: CSS=60.0, Synergy_ZIP=8.57, Synergy_Bliss=8.33, Synergy_Loewe=-27.9, Synergy_HSA=5.35. (3) Drug 2: CCC1=C2CN3C(=CC4=C(C3=O)COC(=O)C4(CC)O)C2=NC5=C1C=C(C=C5)O. Synergy scores: CSS=-3.92, Synergy_ZIP=3.02, Synergy_Bliss=0.854, Synergy_Loewe=-7.53, Synergy_HSA=-7.05. Cell line: OVCAR-4. Drug 1: C1=CC(=CC=C1C#N)C(C2=CC=C(C=C2)C#N)N3C=NC=N3. (4) Drug 1: C(CC(=O)O)C(=O)CN.Cl. Drug 2: C1CN(P(=O)(OC1)NCCCl)CCCl. Cell line: RPMI-8226. Synergy scores: CSS=30.2, Synergy_ZIP=-2.78, Synergy_Bliss=-0.257, Synergy_Loewe=-9.01, Synergy_HSA=-0.376.